From a dataset of Hepatocyte clearance measurements from AstraZeneca. Regression/Classification. Given a drug SMILES string, predict its absorption, distribution, metabolism, or excretion properties. Task type varies by dataset: regression for continuous measurements (e.g., permeability, clearance, half-life) or binary classification for categorical outcomes (e.g., BBB penetration, CYP inhibition). For this dataset (clearance_hepatocyte_az), we predict log10(clearance) (log10 of the in vitro intrinsic clearance, CLint, in uL/min per 10^6 hepatocytes; values are censored to the assay range of 3 to 150, which is 0.477 to 2.18 on this log10 scale). (1) The compound is N#CC1(NC(=O)[C@@H]2CCCC[C@H]2C(=O)N2CCc3[nH]c4ncccc4c3C2)CC1. The log10(clearance) is 0.480. (2) The compound is NC1(c2ccc(-c3ncc4cccn4c3-c3ccccc3)cc2)CCC1. The log10(clearance) is 0.480.